This data is from Full USPTO retrosynthesis dataset with 1.9M reactions from patents (1976-2016). The task is: Predict the reactants needed to synthesize the given product. (1) The reactants are: C[O:2][C:3]1[C:11]2[CH:10]=[C:9]([C:12]3[O:13][C:14]([CH3:17])=[N:15][N:16]=3)[O:8][C:7]=2[CH:6]=[CH:5][CH:4]=1.B(Br)(Br)Br. Given the product [OH:2][C:3]1[C:11]2[CH:10]=[C:9]([C:12]3[O:13][C:14]([CH3:17])=[N:15][N:16]=3)[O:8][C:7]=2[CH:6]=[CH:5][CH:4]=1, predict the reactants needed to synthesize it. (2) Given the product [CH3:8][O:9][N:10]([C:22]([O:24][CH3:25])=[O:23])[C:11](=[O:20])[CH2:12][CH2:13][CH2:14][CH2:15][CH2:16][CH2:17][CH2:18][CH3:19], predict the reactants needed to synthesize it. The reactants are: C(N(CC)CC)C.[CH3:8][O:9][NH:10][C:11](=[O:20])[CH2:12][CH2:13][CH2:14][CH2:15][CH2:16][CH2:17][CH2:18][CH3:19].Cl[C:22]([O:24][CH3:25])=[O:23]. (3) The reactants are: I[C:2]1[O:6][N:5]=[C:4]([C:7]2[CH:12]=[CH:11][CH:10]=[CH:9][N:8]=2)[CH:3]=1.[N:13]1[CH:18]=[CH:17][CH:16]=[C:15](B(O)O)[CH:14]=1.N. Given the product [N:8]1[CH:9]=[CH:10][CH:11]=[CH:12][C:7]=1[C:4]1[CH:3]=[C:2]([C:15]2[CH:14]=[N:13][CH:18]=[CH:17][CH:16]=2)[O:6][N:5]=1, predict the reactants needed to synthesize it. (4) Given the product [NH:53]1[C:57]2[CH:58]=[CH:59][CH:60]=[CH:61][C:56]=2[N:55]=[C:54]1[C:62]1[CH:63]=[C:64]([NH:69][C:70](=[O:84])[C:71]2[CH:76]=[CH:75][C:74]([N:18]3[CH2:17][C@@H:16]([CH3:20])[NH:15][C@@H:14]([CH3:13])[CH2:19]3)=[CH:73][C:72]=2[CH3:83])[CH:65]=[CH:66][C:67]=1[Cl:68], predict the reactants needed to synthesize it. The reactants are: FC1C=CC(C(OC)=O)=C(C)C=1.[CH3:13][C@H:14]1[CH2:19][NH:18][CH2:17][C@@H:16]([CH3:20])[NH:15]1.C(OC(OC(C)(C)C)=O)(OC(C)(C)C)=O.N1C2C=CC=CC=2N=C1C1C=C(C=CC=1Cl)N.[NH:53]1[C:57]2[CH:58]=[CH:59][CH:60]=[CH:61][C:56]=2[N:55]=[C:54]1[C:62]1[CH:63]=[C:64]([NH:69][C:70](=[O:84])[C:71]2[CH:76]=[CH:75][C:74](N3CCNCC3)=[CH:73][C:72]=2[CH3:83])[CH:65]=[CH:66][C:67]=1[Cl:68].